This data is from Peptide-MHC class I binding affinity with 185,985 pairs from IEDB/IMGT. The task is: Regression. Given a peptide amino acid sequence and an MHC pseudo amino acid sequence, predict their binding affinity value. This is MHC class I binding data. (1) The peptide sequence is VFIHMVRCCK. The MHC is HLA-A33:01 with pseudo-sequence HLA-A33:01. The binding affinity (normalized) is 0.505. (2) The binding affinity (normalized) is 0.762. The peptide sequence is EAVEDSRFW. The MHC is HLA-B53:01 with pseudo-sequence HLA-B53:01. (3) The peptide sequence is YEGDFDSVI. The MHC is Patr-B0101 with pseudo-sequence Patr-B0101. The binding affinity (normalized) is 0.158. (4) The peptide sequence is FSPEVIPMF. The MHC is HLA-B53:01 with pseudo-sequence HLA-B53:01. The binding affinity (normalized) is 0.0271. (5) The peptide sequence is FPPLAGSDF. The MHC is HLA-B35:01 with pseudo-sequence HLA-B35:01. The binding affinity (normalized) is 0.936.